Task: Predict the reaction yield, written as a fraction of the theoretical maximum amount of product (1.0 means a 100% yield; for example, 0.34 means a 34% yield).. Dataset: Reaction yield outcomes from USPTO patents with 853,638 reactions (1) The reactants are [CH2:1]([N:8]1[C:16]2[C:11](=[CH:12][CH:13]=[CH:14][CH:15]=2)[CH:10]=[CH:9]1)[C:2]1[CH:7]=[CH:6][CH:5]=[CH:4][CH:3]=1.CC([O-])(C)C.[K+].[SiH:23]([CH2:28][CH3:29])([CH2:26][CH3:27])[CH2:24][CH3:25]. The catalyst is O1CCCC1. The product is [CH2:1]([N:8]1[C:16]2[C:11](=[CH:12][CH:13]=[CH:14][CH:15]=2)[CH:10]=[C:9]1[Si:23]([CH2:28][CH3:29])([CH2:26][CH3:27])[CH2:24][CH3:25])[C:2]1[CH:7]=[CH:6][CH:5]=[CH:4][CH:3]=1. The yield is 0.310. (2) The reactants are [NH2:1][CH2:2][CH2:3][CH2:4][NH:5][C:6]1[CH:7]=[C:8]([CH:13]=[CH:14][C:15]=1[N+:16]([O-:18])=[O:17])[C:9]([O:11][CH3:12])=[O:10].[C:19](O[C:19]([O:21][C:22]([CH3:25])([CH3:24])[CH3:23])=[O:20])([O:21][C:22]([CH3:25])([CH3:24])[CH3:23])=[O:20]. The yield is 0.850. The product is [C:22]([O:21][C:19]([NH:1][CH2:2][CH2:3][CH2:4][NH:5][C:6]1[CH:7]=[C:8]([CH:13]=[CH:14][C:15]=1[N+:16]([O-:18])=[O:17])[C:9]([O:11][CH3:12])=[O:10])=[O:20])([CH3:25])([CH3:24])[CH3:23]. The catalyst is C(Cl)Cl. (3) The reactants are C(=O)CC.[F:5][C:6]1C=C[C:9]([NH2:10])=[CH:8][CH:7]=1.P(O)(O[C:23]1[CH:28]=[CH:27][CH:26]=[CH:25]C=1)(O[C:27]1[CH:28]=[CH:23]C=[CH:25][CH:26]=1)=O.[CH:30](/[NH:33][C:34](=[O:43])[O:35][CH2:36][C:37]1[CH:42]=[CH:41][CH:40]=[CH:39][CH:38]=1)=[CH:31]\[CH3:32]. The product is [CH2:28]([C@H:27]1[C@H:26]([CH3:25])[C@@H:30]([NH:33][C:34](=[O:43])[O:35][CH2:36][C:37]2[CH:38]=[CH:39][CH:40]=[CH:41][CH:42]=2)[C:31]2[C:9](=[CH:8][CH:7]=[C:6]([F:5])[CH:32]=2)[NH:10]1)[CH3:23]. The yield is 0.440. The catalyst is ClCCl. (4) The reactants are Cl[C:2]1[N:7]=[CH:6][N:5]([C:8]2[CH:13]=[CH:12][C:11]([O:14][CH2:15][C:16]([OH:19])([CH3:18])[CH3:17])=[C:10]([O:20][CH3:21])[CH:9]=2)[C:4](=[O:22])[CH:3]=1.[Cl:23][C:24]1[CH:34]=[CH:33][C:27](/[CH:28]=[CH:29]/B(O)O)=[CH:26][CH:25]=1.P([O-])([O-])([O-])=O.[K+].[K+].[K+]. The catalyst is CN(C=O)C.C(Cl)Cl.C1C=CC([P]([Pd]([P](C2C=CC=CC=2)(C2C=CC=CC=2)C2C=CC=CC=2)([P](C2C=CC=CC=2)(C2C=CC=CC=2)C2C=CC=CC=2)[P](C2C=CC=CC=2)(C2C=CC=CC=2)C2C=CC=CC=2)(C2C=CC=CC=2)C2C=CC=CC=2)=CC=1. The product is [Cl:23][C:24]1[CH:34]=[CH:33][C:27](/[CH:28]=[CH:29]/[C:2]2[N:7]=[CH:6][N:5]([C:8]3[CH:13]=[CH:12][C:11]([O:14][CH2:15][C:16]([OH:19])([CH3:18])[CH3:17])=[C:10]([O:20][CH3:21])[CH:9]=3)[C:4](=[O:22])[CH:3]=2)=[CH:26][CH:25]=1. The yield is 0.310. (5) The yield is 0.670. The reactants are [CH2:1]([N:6]=[C:7]=[O:8])[CH2:2][CH2:3][CH2:4][CH3:5].FC(F)(F)C(O)=O.[CH2:16]([O:23][C:24]1[CH:29]=[C:28]([O:30][CH2:31][C:32]2[CH:37]=[CH:36][CH:35]=[CH:34][CH:33]=2)[CH:27]=[CH:26][C:25]=1[CH:38]1[CH2:41][NH:40][CH2:39]1)[C:17]1[CH:22]=[CH:21][CH:20]=[CH:19][CH:18]=1. The catalyst is O1CCCC1.C(N(CC)C(C)C)(C)C. The product is [CH2:1]([NH:6][C:7]([N:40]1[CH2:41][CH:38]([C:25]2[CH:26]=[CH:27][C:28]([O:30][CH2:31][C:32]3[CH:37]=[CH:36][CH:35]=[CH:34][CH:33]=3)=[CH:29][C:24]=2[O:23][CH2:16][C:17]2[CH:22]=[CH:21][CH:20]=[CH:19][CH:18]=2)[CH2:39]1)=[O:8])[CH2:2][CH2:3][CH2:4][CH3:5]. (6) The reactants are [C:1]([C:5]1[CH:10]=[CH:9][C:8]([S:11]([NH:14][C:15]2[CH:16]=[C:17]3[C:21](=[CH:22][CH:23]=2)[NH:20][C:19]([C:24]([OH:26])=O)=[C:18]3[C:27]2[CH:32]=[CH:31][N:30]=[CH:29][CH:28]=2)(=[O:13])=[O:12])=[CH:7][CH:6]=1)([CH3:4])([CH3:3])[CH3:2].C([NH:36][CH2:37][CH2:38][NH2:39])(=O)C.Cl[CH2:41]Cl.[CH3:43][OH:44]. No catalyst specified. The product is [C:43]([CH:38]([NH2:39])[CH2:37][NH:36][C:24]([C:19]1[NH:20][C:21]2[C:17]([C:18]=1[C:27]1[CH:28]=[CH:29][N:30]=[CH:31][CH:32]=1)=[CH:16][C:15]([NH:14][S:11]([C:8]1[CH:9]=[CH:10][C:5]([C:1]([CH3:2])([CH3:3])[CH3:4])=[CH:6][CH:7]=1)(=[O:12])=[O:13])=[CH:23][CH:22]=2)=[O:26])(=[O:44])[CH3:41]. The yield is 0.100. (7) The reactants are [CH3:1][O:2][C:3](=[O:30])[CH2:4][NH:5][C:6]([C:8]1[C:13]([O:14]CC2C=CC=CC=2)=[CH:12][C:11]([O:22]CC2C=CC=CC=2)=[CH:10][N:9]=1)=[O:7]. The catalyst is CO.[Pd]. The product is [CH3:1][O:2][C:3](=[O:30])[CH2:4][NH:5][C:6]([C:8]1[C:13]([OH:14])=[CH:12][C:11]([OH:22])=[CH:10][N:9]=1)=[O:7]. The yield is 1.00. (8) The reactants are Cl[C:2]1[N:10]=[CH:9][N:8]=[C:7]2[C:3]=1[NH:4][CH:5]=[N:6]2.[OH:11][C:12]1[C:19]([CH3:20])=[CH:18][CH:17]=[CH:16][C:13]=1[CH2:14][NH2:15].C(N(CC)CC)C. The catalyst is C(O)CCC. The product is [OH:11][C:12]1[C:19]([CH3:20])=[CH:18][CH:17]=[CH:16][C:13]=1[CH2:14][NH:15][C:2]1[N:10]=[CH:9][N:8]=[C:7]2[C:3]=1[NH:4][CH:5]=[N:6]2. The yield is 0.920.